From a dataset of Full USPTO retrosynthesis dataset with 1.9M reactions from patents (1976-2016). Predict the reactants needed to synthesize the given product. (1) Given the product [OH:40][C:13]([C:18]([F:21])([F:20])[F:19])=[O:43].[NH2:32][CH:27]1[CH2:28][CH2:29][CH2:30][CH2:31][N:25]([C:2]2[N:10]([CH2:11][C:12]3[CH:17]=[CH:16][CH:15]=[CH:14][C:13]=3[C:18]([F:21])([F:19])[F:20])[C:9]3[C:8](=[O:22])[NH:7][C:6](=[O:23])[N:5]([CH3:24])[C:4]=3[N:3]=2)[CH2:26]1, predict the reactants needed to synthesize it. The reactants are: Br[C:2]1[N:10]([CH2:11][C:12]2[CH:17]=[CH:16][CH:15]=[CH:14][C:13]=2[C:18]([F:21])([F:20])[F:19])[C:9]2[C:8](=[O:22])[NH:7][C:6](=[O:23])[N:5]([CH3:24])[C:4]=2[N:3]=1.[NH:25]1[CH2:31][CH2:30][CH2:29][CH2:28][CH:27]([NH2:32])[CH2:26]1.C(N(CC)CC)C.[OH2:40].CS(C)=[O:43]. (2) Given the product [OH:8][CH2:9][C:10]1[N:15]=[C:14]([O:16][CH2:17][C@@H:18]2[CH2:23][CH2:22][CH2:21][CH2:20][N:19]2[C:24]([O:26][C:27]([CH3:30])([CH3:29])[CH3:28])=[O:25])[CH:13]=[CH:12][CH:11]=1, predict the reactants needed to synthesize it. The reactants are: [Si]([O:8][CH2:9][C:10]1[N:15]=[C:14]([O:16][CH2:17][C@@H:18]2[CH2:23][CH2:22][CH2:21][CH2:20][N:19]2[C:24]([O:26][C:27]([CH3:30])([CH3:29])[CH3:28])=[O:25])[CH:13]=[CH:12][CH:11]=1)(C(C)(C)C)(C)C.[F-].C([N+](CCCC)(CCCC)CCCC)CCC.